This data is from Full USPTO retrosynthesis dataset with 1.9M reactions from patents (1976-2016). The task is: Predict the reactants needed to synthesize the given product. (1) Given the product [Si:1]([O:8][C@@H:9]1[C@@H:14]([CH3:15])[CH2:13][N:12]([C:25]2[C:30]([N+:31]([O-:33])=[O:32])=[CH:29][N:28]=[CH:27][C:26]=2[CH3:34])[CH2:11][C@H:10]1[NH:16][C:17](=[O:23])[O:18][C:19]([CH3:22])([CH3:21])[CH3:20])([C:4]([CH3:7])([CH3:5])[CH3:6])([CH3:3])[CH3:2], predict the reactants needed to synthesize it. The reactants are: [Si:1]([O:8][C@@H:9]1[C@@H:14]([CH3:15])[CH2:13][NH:12][CH2:11][C@H:10]1[NH:16][C:17](=[O:23])[O:18][C:19]([CH3:22])([CH3:21])[CH3:20])([C:4]([CH3:7])([CH3:6])[CH3:5])([CH3:3])[CH3:2].Cl[C:25]1[C:30]([N+:31]([O-:33])=[O:32])=[CH:29][N:28]=[CH:27][C:26]=1[CH3:34].C(N(CC)CC)C. (2) Given the product [Cl:47][C:48]1[CH:49]=[C:50]([CH:53]=[CH:54][C:55]=1[O:56][CH3:57])[CH2:51][NH:52][C:2]1[C:3]2[C:20]3[CH:21]=[CH:22][CH:23]=[CH:24][C:19]=3[S:18][C:4]=2[N:5]=[C:6]([C:8]2[CH:9]=[CH:10][C:11]([C:14]([O:16][CH3:17])=[O:15])=[CH:12][CH:13]=2)[N:7]=1, predict the reactants needed to synthesize it. The reactants are: Cl[C:2]1[C:3]2[C:20]3[CH:21]=[CH:22][CH:23]=[CH:24][C:19]=3[S:18][C:4]=2[N:5]=[C:6]([C:8]2[CH:13]=[CH:12][C:11]([C:14]([O:16][CH3:17])=[O:15])=[CH:10][CH:9]=2)[N:7]=1.N1C2SC3CCCCC=3C=2C=NC=1.[S].P(Cl)(Cl)(Cl)=O.CNC.[Cl:47][C:48]1[CH:49]=[C:50]([CH:53]=[CH:54][C:55]=1[O:56][CH3:57])[CH2:51][NH2:52]. (3) Given the product [CH2:32]([O:34][C:35](=[O:46])[CH2:36][O:37][C:38]1[CH:43]=[CH:42][C:41]([S:44][CH2:64][C:49]2[S:50][C:51]([C:53]3[CH:54]=[CH:55][C:56]([O:59][C:60]([F:62])([F:63])[F:61])=[CH:57][CH:58]=3)=[CH:52][C:48]=2[CH3:47])=[CH:40][C:39]=1[CH3:45])[CH3:33], predict the reactants needed to synthesize it. The reactants are: C(OC(=O)COC1C=CC(SCC2C=C(C3C=CC(C(F)(F)F)=CC=3)OC=2)=CC=1C)C.[CH2:32]([O:34][C:35](=[O:46])[CH2:36][O:37][C:38]1[CH:43]=[CH:42][C:41]([SH:44])=[CH:40][C:39]=1[CH3:45])[CH3:33].[CH3:47][C:48]1[CH:52]=[C:51]([C:53]2[CH:58]=[CH:57][C:56]([O:59][C:60]([F:63])([F:62])[F:61])=[CH:55][CH:54]=2)[S:50][C:49]=1[CH2:64]O.